Dataset: Forward reaction prediction with 1.9M reactions from USPTO patents (1976-2016). Task: Predict the product of the given reaction. (1) Given the reactants [OH-].[K+].[O:3]1[C:8]2[CH:9]=[CH:10][C:11]([CH:13]=[O:14])=[CH:12][C:7]=2[O:6][CH2:5][CH2:4]1.[N+:15]([CH2:17][C:18]([N:20]1[CH2:24][CH2:23][CH2:22][CH2:21]1)=[O:19])#[C-:16], predict the reaction product. The product is: [O:3]1[C:8]2[CH:9]=[CH:10][C:11]([C@@H:13]3[O:14][CH:16]=[N:15][C@H:17]3[C:18]([N:20]3[CH2:24][CH2:23][CH2:22][CH2:21]3)=[O:19])=[CH:12][C:7]=2[O:6][CH2:5][CH2:4]1. (2) Given the reactants [Cl:1][C:2]1[C:3]([F:22])=[C:4]([CH:19]=[CH:20][CH:21]=1)[NH:5][C:6]1[C:15]2[C:10](=[CH:11][C:12]([O:17][CH3:18])=[C:13]([OH:16])[CH:14]=2)[N:9]=[CH:8][N:7]=1.[Cl:23][CH2:24][C:25](Cl)=[O:26].C([N:31]([CH2:35][CH3:36])[CH:32]([CH3:34])C)(C)C.[CH2:37](Cl)Cl, predict the reaction product. The product is: [Cl:23][CH2:24][C:25]([N:31]1[CH2:32][CH2:34][CH2:37][CH:36]([O:16][C:13]2[CH:14]=[C:15]3[C:10](=[CH:11][C:12]=2[O:17][CH3:18])[N:9]=[CH:8][N:7]=[C:6]3[NH:5][C:4]2[CH:19]=[CH:20][CH:21]=[C:2]([Cl:1])[C:3]=2[F:22])[CH2:35]1)=[O:26]. (3) Given the reactants C([O:4][CH2:5][C:6]1[N:7]=[C:8]2[CH:17]=[CH:16][CH:15]=[CH:14][N:9]2[C:10](=[O:13])[C:11]=1[Br:12])(=O)C.Cl.O1CCOCC1.[OH-].[NH4+], predict the reaction product. The product is: [Br:12][C:11]1[C:10](=[O:13])[N:9]2[CH:14]=[CH:15][CH:16]=[CH:17][C:8]2=[N:7][C:6]=1[CH2:5][OH:4].